Predict the reactants needed to synthesize the given product. From a dataset of Full USPTO retrosynthesis dataset with 1.9M reactions from patents (1976-2016). (1) The reactants are: C[O:2][C:3]1[CH:4]=[C:5]([C:9]2[O:10][C:11]([C:14]3[CH:19]=[CH:18][CH:17]=[C:16]([O:20]C)[CH:15]=3)=[N:12][N:13]=2)[CH:6]=[CH:7][CH:8]=1. Given the product [O:10]1[C:11]([C:14]2[CH:15]=[C:16]([OH:20])[CH:17]=[CH:18][CH:19]=2)=[N:12][N:13]=[C:9]1[C:5]1[CH:4]=[C:3]([OH:2])[CH:8]=[CH:7][CH:6]=1, predict the reactants needed to synthesize it. (2) Given the product [CH:14]([C:10]1[N:11]=[CH:12][O:13][C:9]=1[C:6]1[CH:7]=[CH:8][C:3]([C:1]#[N:2])=[CH:4][CH:5]=1)=[O:15], predict the reactants needed to synthesize it. The reactants are: [C:1]([C:3]1[CH:8]=[CH:7][C:6]([C:9]2[O:13][CH:12]=[N:11][C:10]=2[C:14](OCC)=[O:15])=[CH:5][CH:4]=1)#[N:2].CC(C[AlH]CC(C)C)C. (3) Given the product [NH2:14][CH2:9][C:6]1[N:7]=[CH:8][C:3]([C:1]#[N:2])=[CH:4][CH:5]=1, predict the reactants needed to synthesize it. The reactants are: [C:1]([C:3]1[CH:4]=[CH:5][C:6]([CH3:9])=[N:7][CH:8]=1)#[N:2].CC(N=NC(C#N)(C)C)(C#[N:14])C.BrN1C(=O)CCC1=O.[H-].[Na+].N(C(OC(C)(C)C)=O)C(OC(C)(C)C)=O. (4) Given the product [CH3:1][O:2][C:3](=[O:20])[C:4]([N:7]1[CH:11]=[C:10]([NH:12][C:13](=[O:19])[CH:14]([NH:18][C:30](=[O:31])[CH2:29][C:24]2[CH:23]=[C:22]([F:21])[CH:27]=[C:26]([F:28])[CH:25]=2)[CH2:15][CH2:16][CH3:17])[N:9]=[CH:8]1)([CH3:5])[CH3:6], predict the reactants needed to synthesize it. The reactants are: [CH3:1][O:2][C:3](=[O:20])[C:4]([N:7]1[CH:11]=[C:10]([NH:12][C:13](=[O:19])[CH:14]([NH2:18])[CH2:15][CH2:16][CH3:17])[N:9]=[CH:8]1)([CH3:6])[CH3:5].[F:21][C:22]1[CH:23]=[C:24]([CH2:29][C:30](O)=[O:31])[CH:25]=[C:26]([F:28])[CH:27]=1. (5) Given the product [F:37][C:36]([F:38])([F:39])[CH2:35][N:29]([CH2:30][C:31]1[N:34]=[C:4]([CH2:3][C:2]([F:8])([F:7])[F:1])[O:5][N:32]=1)[C:26]1[CH:27]=[CH:28][C:23]([C:21]#[N:22])=[C:24]([C:40]([F:41])([F:42])[F:43])[CH:25]=1, predict the reactants needed to synthesize it. The reactants are: [F:1][C:2]([F:8])([F:7])[CH2:3][C:4](O)=[O:5].CCN=C=NCCCN(C)C.Cl.[C:21]([C:23]1[CH:28]=[CH:27][C:26]([N:29]([CH2:35][C:36]([F:39])([F:38])[F:37])[CH2:30][C:31](=[NH:34])[NH:32]O)=[CH:25][C:24]=1[C:40]([F:43])([F:42])[F:41])#[N:22].